This data is from Forward reaction prediction with 1.9M reactions from USPTO patents (1976-2016). The task is: Predict the product of the given reaction. (1) Given the reactants [CH3:1][O:2][C:3]1[CH:8]=[CH:7][C:6]([NH2:9])=[CH:5][CH:4]=1.Br[C:11]1[CH:17]=[CH:16][C:14](N)=[CH:13][CH:12]=1.C[C:19](C)([O-:21])C.[Na+], predict the reaction product. The product is: [CH3:1][O:2][C:3]1[CH:8]=[CH:7][C:6]([NH:9][C:17]2[C:11]([O:21][CH3:19])=[CH:12][CH:13]=[CH:14][CH:16]=2)=[CH:5][CH:4]=1. (2) The product is: [Br:37][CH2:1][C:2]1[C:3]([C:20]2[CH:25]=[CH:24][CH:23]=[C:22]([C:26]([F:29])([F:27])[F:28])[CH:21]=2)=[N:4][C:5]2[C:10]([C:11]=1[C:12]([O:14][CH3:15])=[O:13])=[CH:9][C:8]([S:16]([CH3:19])(=[O:17])=[O:18])=[CH:7][CH:6]=2. Given the reactants [CH3:1][C:2]1[C:3]([C:20]2[CH:25]=[CH:24][CH:23]=[C:22]([C:26]([F:29])([F:28])[F:27])[CH:21]=2)=[N:4][C:5]2[C:10]([C:11]=1[C:12]([O:14][CH3:15])=[O:13])=[CH:9][C:8]([S:16]([CH3:19])(=[O:18])=[O:17])=[CH:7][CH:6]=2.C1C(=O)N([Br:37])C(=O)C1, predict the reaction product. (3) Given the reactants C([O:8][C:9]1[CH:36]=[CH:35][C:34]([O:37][CH2:38][CH2:39][N:40]2[CH2:45][CH2:44][N:43]([CH2:46][CH3:47])[CH2:42][CH2:41]2)=[CH:33][C:10]=1[C:11]([NH:13][C:14]1[CH:26]=[C:25]([C:27]2[CH:32]=[CH:31][CH:30]=[CH:29][CH:28]=2)[CH:24]=[CH:23][C:15]=1[C:16]([O:18][C:19]([CH3:22])([CH3:21])[CH3:20])=[O:17])=[O:12])C1C=CC=CC=1, predict the reaction product. The product is: [CH2:46]([N:43]1[CH2:42][CH2:41][N:40]([CH2:39][CH2:38][O:37][C:34]2[CH:35]=[CH:36][C:9]([OH:8])=[C:10]([CH:33]=2)[C:11]([NH:13][C:14]2[CH:26]=[C:25]([C:27]3[CH:32]=[CH:31][CH:30]=[CH:29][CH:28]=3)[CH:24]=[CH:23][C:15]=2[C:16]([O:18][C:19]([CH3:22])([CH3:21])[CH3:20])=[O:17])=[O:12])[CH2:45][CH2:44]1)[CH3:47].